This data is from Full USPTO retrosynthesis dataset with 1.9M reactions from patents (1976-2016). The task is: Predict the reactants needed to synthesize the given product. (1) Given the product [C:45]([C:49]1[CH:67]=[CH:66][C:52]([CH2:53][N:54]([CH2:55][CH:56]([C:58]2[CH:63]=[CH:62][C:61]([Cl:64])=[C:60]([Cl:65])[CH:59]=2)[OH:57])[C:11]([C:9]2[CH:10]=[C:2]([Cl:1])[CH:3]=[C:4]3[C:8]=2[NH:7][CH:6]=[CH:5]3)=[O:13])=[CH:51][CH:50]=1)([CH3:48])([CH3:46])[CH3:47], predict the reactants needed to synthesize it. The reactants are: [Cl:1][C:2]1[CH:3]=[C:4]2[C:8](=[C:9]([C:11]([OH:13])=O)[CH:10]=1)[NH:7][CH:6]=[CH:5]2.CN(C(ON1N=NC2C=CC=CC1=2)=[N+](C)C)C.[B-](F)(F)(F)F.C(N(CC)C(C)C)(C)C.[C:45]([C:49]1[CH:67]=[CH:66][C:52]([CH2:53][NH:54][CH2:55][CH:56]([C:58]2[CH:63]=[CH:62][C:61]([Cl:64])=[C:60]([Cl:65])[CH:59]=2)[OH:57])=[CH:51][CH:50]=1)([CH3:48])([CH3:47])[CH3:46]. (2) Given the product [Cl:15][C:12]1[CH:13]=[CH:14][C:9]2[CH2:8][CH:7]([CH2:6][OH:5])[N:17]3[C:18]4[CH:19]=[CH:20][CH:21]=[C:22]([F:25])[C:23]=4[CH:24]=[C:16]3[C:10]=2[N:11]=1, predict the reactants needed to synthesize it. The reactants are: CS([O:5][CH2:6][CH:7](O)[CH2:8][C:9]1[C:10]([C:16]2[NH:17][C:18]3[C:23]([CH:24]=2)=[C:22]([F:25])[CH:21]=[CH:20][CH:19]=3)=[N:11][C:12]([Cl:15])=[CH:13][CH:14]=1)(=O)=O.[H-].[Na+].O. (3) The reactants are: C(OC([N:8]1[CH2:13][CH2:12][C:11]([C:23]#[N:24])([CH2:14][O:15][C:16]2[CH:21]=[CH:20][CH:19]=[CH:18][C:17]=2[CH3:22])[CH2:10][CH2:9]1)=O)(C)(C)C.[ClH:25].C(OCC)(=O)C. Given the product [ClH:25].[C:23]([C:11]1([CH2:14][O:15][C:16]2[CH:21]=[CH:20][CH:19]=[CH:18][C:17]=2[CH3:22])[CH2:12][CH2:13][NH:8][CH2:9][CH2:10]1)#[N:24], predict the reactants needed to synthesize it.